This data is from Reaction yield outcomes from USPTO patents with 853,638 reactions. The task is: Predict the reaction yield, written as a fraction of the theoretical maximum amount of product (1.0 means a 100% yield; for example, 0.34 means a 34% yield). The reactants are [CH3:1][C:2]1[CH:7]=[CH:6][CH:5]=[C:4]([CH3:8])[C:3]=1[N:9]1[C:13](=[O:14])[CH2:12][CH:11]([C:15]([O:17][CH3:18])=[O:16])[CH2:10]1.C[Si]([N-][Si](C)(C)C)(C)C.[Li+].[CH2:29]1[CH2:33]OC[CH2:30]1. No catalyst specified. The product is [CH3:1][C:2]1[CH:7]=[CH:6][CH:5]=[C:4]([CH3:8])[C:3]=1[N:9]1[CH2:10][C:11]2([C:15]([O:17][CH3:18])=[O:16])[CH2:30][CH2:29][CH2:33][CH:12]2[C:13]1=[O:14]. The yield is 0.320.